Dataset: Forward reaction prediction with 1.9M reactions from USPTO patents (1976-2016). Task: Predict the product of the given reaction. (1) The product is: [OH:11][CH2:10][C:9]1[C:8](=[O:7])[NH:16][CH:15]=[CH:14][CH:13]=1. Given the reactants [H-].[Al+3].[Li+].[H-].[H-].[H-].[OH:7][C:8]1[N:16]=[CH:15][CH:14]=[CH:13][C:9]=1[C:10](O)=[O:11], predict the reaction product. (2) Given the reactants C([O:5][C:6]([NH:8][C:9]1[C:14]([C:15]([OH:17])=[O:16])=[C:13]([O:18][CH3:19])[C:12]([O:20][CH3:21])=[CH:11][CH:10]=1)=O)(C)(C)C.C(Cl)(=O)C(Cl)=O, predict the reaction product. The product is: [CH3:19][O:18][C:13]1[C:14]2[C:15](=[O:17])[O:16][C:6](=[O:5])[NH:8][C:9]=2[CH:10]=[CH:11][C:12]=1[O:20][CH3:21]. (3) The product is: [CH2:16]([O:20][C:21](=[O:25])[C@H:22]([CH3:24])[NH:23][C:12](=[O:14])[CH2:11][C:2]1[CH:3]=[CH:4][C:5]2[C:10](=[CH:9][CH:8]=[CH:7][CH:6]=2)[CH:1]=1)[CH:17]([CH3:19])[CH3:18]. Given the reactants [CH:1]1[C:10]2[C:5](=[CH:6][CH:7]=[CH:8][CH:9]=2)[CH:4]=[CH:3][C:2]=1[CH2:11][C:12]([OH:14])=O.Cl.[CH2:16]([O:20][C:21](=[O:25])[C@H:22]([CH3:24])[NH2:23])[CH:17]([CH3:19])[CH3:18], predict the reaction product. (4) Given the reactants [CH:1]1([N:6]2[CH2:12][C:11]([F:14])([F:13])[C:10](=[O:15])[N:9]([CH3:16])[C:8]3[CH:17]=[N:18][C:19]([NH:21][C:22]4[CH:30]=[CH:29][C:25]([C:26](O)=[O:27])=[CH:24][C:23]=4[O:31][CH3:32])=[N:20][C:7]2=3)[CH2:5][CH2:4][CH2:3][CH2:2]1.C(N(C(C)C)C(C)C)C.[NH2:42][CH:43]1[CH2:48][CH2:47][N:46]([C:49]([O:51][C:52]([CH3:55])([CH3:54])[CH3:53])=[O:50])[CH2:45][CH2:44]1, predict the reaction product. The product is: [C:52]([O:51][C:49]([N:46]1[CH2:45][CH2:44][CH:43]([NH:42][C:26](=[O:27])[C:25]2[CH:29]=[CH:30][C:22]([NH:21][C:19]3[N:18]=[CH:17][C:8]4[N:9]([CH3:16])[C:10](=[O:15])[C:11]([F:13])([F:14])[CH2:12][N:6]([CH:1]5[CH2:5][CH2:4][CH2:3][CH2:2]5)[C:7]=4[N:20]=3)=[C:23]([O:31][CH3:32])[CH:24]=2)[CH2:48][CH2:47]1)=[O:50])([CH3:55])([CH3:54])[CH3:53]. (5) Given the reactants Br[CH2:2][C:3]([C:5]1[CH:10]=[CH:9][C:8]([N:11]([CH3:13])[CH3:12])=[CH:7][CH:6]=1)=[O:4].C(=O)([O-])[O-].[K+].[K+].[Cl:20][C:21]1[CH:44]=[CH:43][C:24]([CH2:25][NH:26][C:27]([C:29]2[C:30](=[O:42])[C:31]3[CH:38]=[C:37]([CH2:39][NH:40][CH3:41])[S:36][C:32]=3[N:33]([CH3:35])[CH:34]=2)=[O:28])=[CH:23][CH:22]=1, predict the reaction product. The product is: [Cl:20][C:21]1[CH:22]=[CH:23][C:24]([CH2:25][NH:26][C:27]([C:29]2[C:30](=[O:42])[C:31]3[CH:38]=[C:37]([CH2:39][N:40]([CH2:2][C:3]([C:5]4[CH:10]=[CH:9][C:8]([N:11]([CH3:13])[CH3:12])=[CH:7][CH:6]=4)=[O:4])[CH3:41])[S:36][C:32]=3[N:33]([CH3:35])[CH:34]=2)=[O:28])=[CH:43][CH:44]=1. (6) Given the reactants [Br:1][C:2]1[N:3]=[C:4]([NH:11][C:12]2[CH:17]=[CH:16][C:15]([N:18]3[CH2:23][CH2:22][N:21]([CH:24]4[CH2:27][O:26][CH2:25]4)[CH2:20][CH2:19]3)=[C:14]([O:28][CH2:29][CH2:30][O:31][CH:32]3[CH2:37][CH2:36][CH2:35][CH2:34][O:33]3)[CH:13]=2)[C:5]2[N:6]([CH:8]=[CH:9][N:10]=2)[CH:7]=1.BrC1N=C(NC2C=CC(N3CCN(C4COC4)CC3)=CC=2)C2N(C=CN=2)C=1.BrC1N=C(N(C2C=CC(N3CCN(C4COC4)CC3)=CC=2)[C:76](=[O:82])[O:77][C:78]([CH3:81])([CH3:80])[CH3:79])C2N(C=CN=2)C=1, predict the reaction product. The product is: [Br:1][C:2]1[N:3]=[C:4]([N:11]([C:12]2[CH:17]=[CH:16][C:15]([N:18]3[CH2:19][CH2:20][N:21]([CH:24]4[CH2:27][O:26][CH2:25]4)[CH2:22][CH2:23]3)=[C:14]([O:28][CH2:29][CH2:30][O:31][CH:32]3[CH2:37][CH2:36][CH2:35][CH2:34][O:33]3)[CH:13]=2)[C:76](=[O:82])[O:77][C:78]([CH3:81])([CH3:80])[CH3:79])[C:5]2[N:6]([CH:8]=[CH:9][N:10]=2)[CH:7]=1. (7) Given the reactants [Cl-].O[NH3+:3].[C:4](=[O:7])([O-])[OH:5].[Na+].CS(C)=O.[C:13]([O:17][C:18]1[CH:23]=[CH:22][C:21]([N:24]2[C:29](=[O:30])[C:28]([CH2:31][C:32]3[CH:37]=[CH:36][C:35]([C:38]4[C:39]([C:44]#[N:45])=[CH:40][CH:41]=[CH:42][CH:43]=4)=[CH:34][CH:33]=3)=[C:27]([CH2:46][CH2:47][CH2:48][CH3:49])[N:26]=[C:25]2[CH3:50])=[CH:20][CH:19]=1)([CH3:16])([CH3:15])[CH3:14], predict the reaction product. The product is: [C:13]([O:17][C:18]1[CH:19]=[CH:20][C:21]([N:24]2[C:29](=[O:30])[C:28]([CH2:31][C:32]3[CH:33]=[CH:34][C:35]([C:38]4[CH:43]=[CH:42][CH:41]=[CH:40][C:39]=4[C:44]4[NH:3][C:4](=[O:7])[O:5][N:45]=4)=[CH:36][CH:37]=3)=[C:27]([CH2:46][CH2:47][CH2:48][CH3:49])[N:26]=[C:25]2[CH3:50])=[CH:22][CH:23]=1)([CH3:16])([CH3:15])[CH3:14].